This data is from Experimentally validated miRNA-target interactions with 360,000+ pairs, plus equal number of negative samples. The task is: Binary Classification. Given a miRNA mature sequence and a target amino acid sequence, predict their likelihood of interaction. The miRNA is hsa-miR-30b-5p with sequence UGUAAACAUCCUACACUCAGCU. The protein sequence of the target gene is MASASYHISNLLEKMTSSDKDFRFMATNDLMTELQKDSIKLDDDSERKVVKMILKLLEDKNGEVQNLAVKCLGPLVSKVKEYQVETIVDTLCTNMLSDKEQLRDISSIGLKTVIGELPPASSGSALAANVCKKITGRLTSAIAKQEDVSVQLEALDIMADMLSRQGGLLVNFHPSILTCLLPQLTSPRLAVRKRTIIALGHLVMSCGNIVFVDLIEHLLSELSKNDSMSTTRTYIQCIAAISRQAGHRIGEYLEKIIPLVVKFCNVDDDELREYCIQAFESFVRRCPKEVYPHVSTIINI.... Result: 1 (interaction).